This data is from Forward reaction prediction with 1.9M reactions from USPTO patents (1976-2016). The task is: Predict the product of the given reaction. (1) The product is: [ClH:55].[O:23]1[C:28]2[CH:29]=[CH:30][C:31]([CH2:33][NH:1][CH:2]3[CH2:7][CH2:6][N:5]([CH2:8][C@H:9]4[N:19]5[C:20]6[N:11]([C:12](=[O:22])[CH:13]=[CH:14][C:15]=6[N:16]=[CH:17][C:18]5=[O:21])[CH2:10]4)[CH2:4][CH2:3]3)=[CH:32][C:27]=2[O:26][CH2:25][CH2:24]1. Given the reactants [NH2:1][CH:2]1[CH2:7][CH2:6][N:5]([CH2:8][C@H:9]2[N:19]3[C:20]4[N:11]([C:12](=[O:22])[CH:13]=[CH:14][C:15]=4[N:16]=[CH:17][C:18]3=[O:21])[CH2:10]2)[CH2:4][CH2:3]1.[O:23]1[C:28]2[CH:29]=[CH:30][C:31]([CH:33]=O)=[CH:32][C:27]=2[O:26][CH2:25][CH2:24]1.C(O[BH-](OC(=O)C)OC(=O)C)(=O)C.[Na+].C([O-])(O)=O.[Na+].C(Cl)(Cl)[Cl:55], predict the reaction product. (2) Given the reactants [Cl:1][C:2]1[C:11]2[C:6](=[CH:7][C:8]([O:14][CH2:15][CH2:16][CH2:17][N:18]3[CH2:22][CH2:21][CH2:20][CH2:19]3)=[C:9]([O:12][CH3:13])[CH:10]=2)[N:5]=[CH:4][N:3]=1.[NH2:23][C:24]1[CH:25]=[C:26]2[C:30](=[CH:31][CH:32]=1)[NH:29][CH:28]=[CH:27]2.Cl, predict the reaction product. The product is: [ClH:1].[NH:29]1[C:30]2[C:26](=[CH:25][C:24]([NH:23][C:2]3[C:11]4[C:6](=[CH:7][C:8]([O:14][CH2:15][CH2:16][CH2:17][N:18]5[CH2:22][CH2:21][CH2:20][CH2:19]5)=[C:9]([O:12][CH3:13])[CH:10]=4)[N:5]=[CH:4][N:3]=3)=[CH:32][CH:31]=2)[CH:27]=[CH:28]1.